This data is from NCI-60 drug combinations with 297,098 pairs across 59 cell lines. The task is: Regression. Given two drug SMILES strings and cell line genomic features, predict the synergy score measuring deviation from expected non-interaction effect. (1) Drug 1: CC1=C(C(=CC=C1)Cl)NC(=O)C2=CN=C(S2)NC3=CC(=NC(=N3)C)N4CCN(CC4)CCO. Drug 2: C1CN(CCN1C(=O)CCBr)C(=O)CCBr. Cell line: OVCAR3. Synergy scores: CSS=17.2, Synergy_ZIP=-5.82, Synergy_Bliss=-1.27, Synergy_Loewe=-18.5, Synergy_HSA=-0.987. (2) Drug 1: CCCS(=O)(=O)NC1=C(C(=C(C=C1)F)C(=O)C2=CNC3=C2C=C(C=N3)C4=CC=C(C=C4)Cl)F. Drug 2: CS(=O)(=O)C1=CC(=C(C=C1)C(=O)NC2=CC(=C(C=C2)Cl)C3=CC=CC=N3)Cl. Cell line: COLO 205. Synergy scores: CSS=44.8, Synergy_ZIP=8.91, Synergy_Bliss=8.27, Synergy_Loewe=-13.6, Synergy_HSA=3.34.